The task is: Predict the reaction yield, written as a fraction of the theoretical maximum amount of product (1.0 means a 100% yield; for example, 0.34 means a 34% yield).. This data is from Reaction yield outcomes from USPTO patents with 853,638 reactions. The reactants are [F:1][C:2]1[CH:7]=[CH:6][CH:5]=[CH:4][C:3]=1[O:8][CH2:9][C:10]([OH:12])=O.C(Cl)(=O)C(Cl)=O.[NH2:19][NH:20][C:21]([NH2:23])=[S:22].N1C=CC=CC=1. The catalyst is ClCCl.CN(C=O)C.O. The product is [F:1][C:2]1[CH:7]=[CH:6][CH:5]=[CH:4][C:3]=1[O:8][CH2:9][C:10]([NH:19][NH:20][C:21](=[S:22])[NH2:23])=[O:12]. The yield is 0.670.